This data is from Full USPTO retrosynthesis dataset with 1.9M reactions from patents (1976-2016). The task is: Predict the reactants needed to synthesize the given product. (1) Given the product [CH2:1]([N:8]1[CH2:13][CH2:12][C:11]2([C:21]3[C:16](=[CH:17][CH:18]=[CH:19][C:20]=3[C@H:22]3[CH2:26][CH2:25][CH2:24][N:23]3[C:27]([O:29][C:30]([CH3:33])([CH3:32])[CH3:31])=[O:28])[N:15]([C:35]3[C:36]4[C@H:43]([CH3:44])[CH2:42][CH2:41][C:37]=4[N:38]=[CH:39][N:40]=3)[CH2:14]2)[CH2:10][CH2:9]1)[C:2]1[CH:3]=[CH:4][CH:5]=[CH:6][CH:7]=1, predict the reactants needed to synthesize it. The reactants are: [CH2:1]([N:8]1[CH2:13][CH2:12][C:11]2([C:21]3[C:16](=[CH:17][CH:18]=[CH:19][C:20]=3[C@H:22]3[CH2:26][CH2:25][CH2:24][N:23]3[C:27]([O:29][C:30]([CH3:33])([CH3:32])[CH3:31])=[O:28])[NH:15][CH2:14]2)[CH2:10][CH2:9]1)[C:2]1[CH:7]=[CH:6][CH:5]=[CH:4][CH:3]=1.Cl[C:35]1[C:36]2[C@H:43]([CH3:44])[CH2:42][CH2:41][C:37]=2[N:38]=[CH:39][N:40]=1.C([O-])([O-])=O.[Cs+].[Cs+].CC1(C)C2C(=C(P(C3C=CC=CC=3)C3C=CC=CC=3)C=CC=2)OC2C(P(C3C=CC=CC=3)C3C=CC=CC=3)=CC=CC1=2. (2) Given the product [CH3:15][C@H:8]1[CH2:9][NH:10][C:11](=[O:14])[CH2:12][N:7]1[C:6]([O:5][C:1]([CH3:4])([CH3:3])[CH3:2])=[O:16], predict the reactants needed to synthesize it. The reactants are: [C:1]([O:5][C:6](=[O:16])[NH:7][C@@H:8]([CH3:15])[CH2:9][NH:10][C:11](=[O:14])[CH2:12]Cl)([CH3:4])([CH3:3])[CH3:2].C(=O)([O-])[O-].[K+].[K+].CC(OC(OC(OC(C)(C)C)=O)=O)(C)C.O. (3) The reactants are: [Si:1]([O:8][CH2:9][CH2:10][NH:11][C:12]1[CH:22]=[CH:21][C:15]([C:16]([O:18][CH2:19][CH3:20])=[O:17])=[CH:14][CH:13]=1)([C:4]([CH3:7])([CH3:6])[CH3:5])([CH3:3])[CH3:2].C=O.[C:25](O[BH-](OC(=O)C)OC(=O)C)(=O)C.[Na+].C(=O)([O-])O.[Na+]. Given the product [Si:1]([O:8][CH2:9][CH2:10][N:11]([CH3:25])[C:12]1[CH:13]=[CH:14][C:15]([C:16]([O:18][CH2:19][CH3:20])=[O:17])=[CH:21][CH:22]=1)([C:4]([CH3:6])([CH3:7])[CH3:5])([CH3:3])[CH3:2], predict the reactants needed to synthesize it. (4) Given the product [CH:1]1([CH:7]([NH:18][C:19]2[CH:20]=[CH:21][C:22]([C:25]([N:27]([CH3:35])[CH2:28][CH2:29][C:30]([OH:32])=[O:31])=[O:26])=[N:23][CH:24]=2)[C:8]2[S:9][C:10]3[CH:17]=[CH:16][CH:15]=[CH:14][C:11]=3[C:12]=2[CH3:13])[CH2:6][CH2:5][CH2:4][CH2:3][CH2:2]1, predict the reactants needed to synthesize it. The reactants are: [CH:1]1([CH:7]([NH:18][C:19]2[CH:20]=[CH:21][C:22]([C:25]([N:27]([CH3:35])[CH2:28][CH2:29][C:30]([O:32]CC)=[O:31])=[O:26])=[N:23][CH:24]=2)[C:8]2[S:9][C:10]3[CH:17]=[CH:16][CH:15]=[CH:14][C:11]=3[C:12]=2[CH3:13])[CH2:6][CH2:5][CH2:4][CH2:3][CH2:2]1.CCCCCC.CC(O)C.C(O)C.[OH-].[Li+]. (5) Given the product [NH2:1][C:2]1[N:7]=[C:6]([C:8]2[CH:16]=[CH:15][C:11]3[O:12][CH2:13][O:14][C:10]=3[CH:9]=2)[C:5]([C:17]#[N:18])=[C:4]([NH:26][CH2:23][CH2:24][CH3:25])[N:3]=1, predict the reactants needed to synthesize it. The reactants are: [NH2:1][C:2]1[N:7]=[C:6]([C:8]2[CH:16]=[CH:15][C:11]3[O:12][CH2:13][O:14][C:10]=3[CH:9]=2)[C:5]([C:17]#[N:18])=[C:4](S(C)(=O)=O)[N:3]=1.[CH2:23]([NH2:26])[CH2:24][CH3:25]. (6) Given the product [OH:13][C:6]1[C:7]2[C:12](=[CH:11][CH:10]=[CH:9][CH:8]=2)[C:3]([NH:2][C:19](=[O:20])[O:18][C:14]([CH3:17])([CH3:16])[CH3:15])=[CH:4][CH:5]=1, predict the reactants needed to synthesize it. The reactants are: Cl.[NH2:2][C:3]1[C:12]2[C:7](=[CH:8][CH:9]=[CH:10][CH:11]=2)[C:6]([OH:13])=[CH:5][CH:4]=1.[C:14]([O:18][C:19](O[C:19]([O:18][C:14]([CH3:17])([CH3:16])[CH3:15])=[O:20])=[O:20])([CH3:17])([CH3:16])[CH3:15]. (7) The reactants are: [N:1]1[NH:2][N:3]=[N:4][C:5]=1[C:6]1[CH:7]=[C:8]([C:12]2[N:13]=[C:14](Cl)[C:15]3[C:16](=[CH:18][N:19](CC4C=CC(OC)=CC=4)[N:20]=3)[N:17]=2)[CH:9]=[CH:10][CH:11]=1.[NH2:31][C:32]1[CH:41]=[C:40]2[C:35]([CH2:36][CH2:37][C:38](=[O:42])[NH:39]2)=[CH:34][CH:33]=1.Cl. Given the product [N:1]1[NH:2][N:3]=[N:4][C:5]=1[C:6]1[CH:7]=[C:8]([C:12]2[N:13]=[C:14]([NH:31][C:32]3[CH:41]=[C:40]4[C:35]([CH2:36][CH2:37][C:38](=[O:42])[NH:39]4)=[CH:34][CH:33]=3)[C:15]3[NH:20][N:19]=[CH:18][C:16]=3[N:17]=2)[CH:9]=[CH:10][CH:11]=1, predict the reactants needed to synthesize it. (8) Given the product [ClH:34].[CH2:1]([S:8][C:9]1[N:14]=[C:13]([CH2:15][NH2:16])[CH:12]=[C:11]([C:24]2[CH:25]=[N:26][C:27]([C:30]([F:33])([F:32])[F:31])=[CH:28][CH:29]=2)[N:10]=1)[C:2]1[CH:7]=[CH:6][CH:5]=[CH:4][CH:3]=1, predict the reactants needed to synthesize it. The reactants are: [CH2:1]([S:8][C:9]1[N:14]=[C:13]([CH2:15][NH:16]C(=O)OC(C)(C)C)[CH:12]=[C:11]([C:24]2[CH:25]=[N:26][C:27]([C:30]([F:33])([F:32])[F:31])=[CH:28][CH:29]=2)[N:10]=1)[C:2]1[CH:7]=[CH:6][CH:5]=[CH:4][CH:3]=1.[ClH:34]. (9) Given the product [F:1][C:2]1[CH:7]=[C:6]([F:8])[CH:5]=[CH:4][C:3]=1[C:9]1[C:17]2[C:12](=[CH:13][C:14]([O:18][CH2:19][CH2:20][CH:21]3[CH2:26][CH2:25][N:24]([S:27]([CH3:30])(=[O:29])=[O:28])[CH2:23][CH2:22]3)=[CH:15][CH:16]=2)[C:11](=[O:31])[C:10]=1[C:67]1[CH:66]=[N:65][C:74]2[C:69]([CH:68]=1)=[CH:70][CH:71]=[CH:72][CH:73]=2, predict the reactants needed to synthesize it. The reactants are: [F:1][C:2]1[CH:7]=[C:6]([F:8])[CH:5]=[CH:4][C:3]=1[C:9]1[C:17]2[C:12](=[CH:13][C:14]([O:18][CH2:19][CH2:20][CH:21]3[CH2:26][CH2:25][N:24]([S:27]([CH3:30])(=[O:29])=[O:28])[CH2:23][CH2:22]3)=[CH:15][CH:16]=2)[C:11](=[O:31])[C:10]=1C1C=CC(C)=CC=1.O1CCN(CCOC2C=C3C(C(C4C=CC=CC=4)=C(Br)C3=O)=CC=2)CC1.[N:65]1[C:74]2[C:69](=[CH:70][CH:71]=[CH:72][CH:73]=2)[CH:68]=[C:67](B(O)O)[CH:66]=1. (10) Given the product [Cl:11][C:12]1[CH:19]=[C:18]([N:7]2[CH2:8][CH2:9][C@H:5]([C:2]([OH:1])([CH3:4])[CH3:3])[C@@H:6]2[CH3:10])[CH:17]=[CH:16][C:13]=1[C:14]#[N:15], predict the reactants needed to synthesize it. The reactants are: [OH:1][C:2]([C@H:5]1[CH2:9][CH2:8][NH:7][C@H:6]1[CH3:10])([CH3:4])[CH3:3].[Cl:11][C:12]1[CH:19]=[C:18](F)[CH:17]=[CH:16][C:13]=1[C:14]#[N:15].